From a dataset of Catalyst prediction with 721,799 reactions and 888 catalyst types from USPTO. Predict which catalyst facilitates the given reaction. Reactant: C(O[C:6](=[O:23])[CH2:7][CH:8]([NH:16][C:17]([O:19][CH2:20][CH:21]=[CH2:22])=[O:18])[CH:9]([O:13]CC)[O:10][CH2:11][CH3:12])(C)(C)C.FC(F)(F)C(O)=O. Product: [CH2:20]([O:19][C:17](=[O:18])[NH:16][CH:8]1[CH2:7][C:6](=[O:23])[O:13][CH:9]1[O:10][CH2:11][CH3:12])[CH:21]=[CH2:22]. The catalyst class is: 2.